This data is from Reaction yield outcomes from USPTO patents with 853,638 reactions. The task is: Predict the reaction yield, written as a fraction of the theoretical maximum amount of product (1.0 means a 100% yield; for example, 0.34 means a 34% yield). (1) The reactants are [CH3:13][C:12]([O:11][C:9](O[C:9]([O:11][C:12]([CH3:15])([CH3:14])[CH3:13])=[O:10])=[O:10])([CH3:15])[CH3:14].[NH2:16][CH2:17][C@H:18]1[CH2:23][CH2:22][C@H:21]([C:24]([OH:26])=[O:25])[CH2:20][CH2:19]1.C(=O)(O)[O-].[Na+].Cl. The catalyst is O. The product is [C:12]([O:11][C:9]([NH:16][CH2:17][C@H:18]1[CH2:19][CH2:20][C@H:21]([C:24]([OH:26])=[O:25])[CH2:22][CH2:23]1)=[O:10])([CH3:13])([CH3:14])[CH3:15]. The yield is 0.970. (2) The reactants are [CH:1]1([S:4]([C:7]2[CH:12]=[CH:11][C:10]([CH:13]([CH2:18][CH:19]3[CH2:24][CH2:23][O:22][CH2:21][CH2:20]3)[C:14](=[O:17])[CH:15]=[CH2:16])=[CH:9][CH:8]=2)(=[O:6])=[O:5])[CH2:3][CH2:2]1.[N:25]1[CH:30]=[CH:29][CH:28]=[CH:27][C:26]=1[CH:31]=[O:32].C(N(CC)CC)C. The catalyst is C(O)C.[Cl-].C([N+]1C(C)=C(CCO)SC=1)C1C=CC=CC=1.C(OCC)(=O)C. The product is [CH:1]1([S:4]([C:7]2[CH:8]=[CH:9][C:10]([CH:13]([CH2:18][CH:19]3[CH2:24][CH2:23][O:22][CH2:21][CH2:20]3)[C:14](=[O:17])[CH2:15][CH2:16][C:31]([C:26]3[CH:27]=[CH:28][CH:29]=[CH:30][N:25]=3)=[O:32])=[CH:11][CH:12]=2)(=[O:6])=[O:5])[CH2:3][CH2:2]1. The yield is 0.560. (3) The reactants are [O:1]=[C:2]1[C:7]([CH2:8][C:9]2[CH:14]=[CH:13][C:12]([C:15]3[C:16]([C:21]#[N:22])=[CH:17][CH:18]=[CH:19][CH:20]=3)=[CH:11][CH:10]=2)=[C:6]([CH2:23][CH2:24][CH3:25])[N:5]2[N:26]=[CH:27][N:28]=[C:4]2[NH:3]1.[CH2:29]([CH:31]1[CH2:33][O:32]1)[CH3:30].C(=O)([O-])[O-].[K+].[K+].CN(C)C(=O)C. The catalyst is C(OCC)(=O)C. The product is [OH:32][CH:31]([CH2:29][CH3:30])[CH2:33][N:3]1[C:2](=[O:1])[C:7]([CH2:8][C:9]2[CH:10]=[CH:11][C:12]([C:15]3[C:16]([C:21]#[N:22])=[CH:17][CH:18]=[CH:19][CH:20]=3)=[CH:13][CH:14]=2)=[C:6]([CH2:23][CH2:24][CH3:25])[N:5]2[N:26]=[CH:27][N:28]=[C:4]12. The yield is 0.750. (4) The catalyst is C1(C)C=CC=CC=1.C([O-])(=O)C.[Pd+2].C([O-])(=O)C. The yield is 0.870. The reactants are [F:1][C:2]1[CH:3]=[CH:4][C:5]2=[C:6]([CH:32]=1)[O:7][CH2:8][C:9]1[CH:19]=[C:18]([CH2:20][C:21]3[N:25]4[CH:26]=[CH:27][C:28](Br)=[CH:29][C:24]4=[N:23][C:22]=3[CH3:31])[CH:17]=[CH:16][C:10]=1/[C:11]/2=[C:12](/[CH3:15])\[C:13]#[N:14].[CH:33]1(B(O)O)[CH2:35][CH2:34]1.C1(P(C2CCCCC2)C2CCCCC2)CCCCC1.P([O-])([O-])([O-])=O.[K+].[K+].[K+].O. The product is [CH:33]1([C:28]2[CH:27]=[CH:26][N:25]3[C:21]([CH2:20][C:18]4[CH:17]=[CH:16][C:10]5/[C:11](=[C:12](/[CH3:15])\[C:13]#[N:14])/[C:5]6[CH:4]=[CH:3][C:2]([F:1])=[CH:32][C:6]=6[O:7][CH2:8][C:9]=5[CH:19]=4)=[C:22]([CH3:31])[N:23]=[C:24]3[CH:29]=2)[CH2:35][CH2:34]1. (5) The reactants are Cl[C:2]1[CH:7]=[C:6]([Cl:8])[N:5]=[C:4]([NH2:9])[N:3]=1.[Cl:10][C:11]1[CH:12]=[CH:13][C:14]([O:20][CH3:21])=[C:15](B(O)O)[CH:16]=1.C1(P(C2C=CC=CC=2)C2C=CC=CC=2)C=CC=CC=1.C(=O)([O-])[O-].[Na+].[Na+]. The catalyst is O.C([O-])(=O)C.[Pd+2].C([O-])(=O)C.C(COC)OC. The product is [Cl:8][C:6]1[CH:7]=[C:2]([C:13]2[CH:12]=[C:11]([Cl:10])[CH:16]=[CH:15][C:14]=2[O:20][CH3:21])[N:3]=[C:4]([NH2:9])[N:5]=1. The yield is 0.580. (6) No catalyst specified. The reactants are Cl.[CH:2]([N:5]1[C:9]([C:10]2[N:19]=[C:18]3[N:12]([CH2:13][CH2:14][O:15][C:16]4[CH:23]=[C:22]([C@H:24]5[CH2:29][CH2:28][NH:27][CH2:26][C@H:25]5[OH:30])[CH:21]=[CH:20][C:17]=43)[CH:11]=2)=[N:8][CH:7]=[N:6]1)([CH3:4])[CH3:3].[CH3:31][N:32]([CH3:37])[C:33](=[O:36])[CH2:34]Cl. The yield is 0.570. The product is [OH:30][C@H:25]1[C@@H:24]([C:22]2[CH:21]=[CH:20][C:17]3[C:18]4[N:12]([CH:11]=[C:10]([C:9]5[N:5]([CH:2]([CH3:4])[CH3:3])[N:6]=[CH:7][N:8]=5)[N:19]=4)[CH2:13][CH2:14][O:15][C:16]=3[CH:23]=2)[CH2:29][CH2:28][N:27]([CH2:34][C:33]([N:32]([CH3:37])[CH3:31])=[O:36])[CH2:26]1. (7) The reactants are [C:1]([C@@H:4]1[CH2:8][CH2:7][CH2:6][N:5]1C(OC(C)(C)C)=O)(=[O:3])[NH2:2].[ClH:16].O1CCOCC1. No catalyst specified. The product is [ClH:16].[NH:5]1[CH2:6][CH2:7][CH2:8][C@H:4]1[C:1]([NH2:2])=[O:3]. The yield is 1.04. (8) The reactants are C1C=C(Cl)C=C(C(OO)=[O:9])C=1.[Br:12][C:13]1[CH:18]=[CH:17][CH:16]=[C:15]([S:19][CH2:20][CH3:21])[CH:14]=1.C(Cl)Cl.[OH2:25]. No catalyst specified. The product is [Br:12][C:13]1[CH:18]=[CH:17][CH:16]=[C:15]([S:19]([CH2:20][CH3:21])(=[O:9])=[O:25])[CH:14]=1. The yield is 0.920.